This data is from Catalyst prediction with 721,799 reactions and 888 catalyst types from USPTO. The task is: Predict which catalyst facilitates the given reaction. (1) Reactant: CO[C:3]([C:5]1[N:6]=[CH:7][C:8]2[C:9](=[O:23])[N:10]([CH2:16][C:17]3[CH:22]=[CH:21][CH:20]=[CH:19][CH:18]=3)[CH:11]=[CH:12][C:13]=2[C:14]=1[OH:15])=[O:4].[C:24]([O:28][C:29](=[O:34])[NH:30][CH2:31][CH2:32][NH2:33])([CH3:27])([CH3:26])[CH3:25].CC(O)=O. Product: [C:24]([O:28][C:29](=[O:34])[NH:30][CH2:31][CH2:32][NH:33][C:3]([C:5]1[N:6]=[CH:7][C:8]2[C:9](=[O:23])[N:10]([CH2:16][C:17]3[CH:18]=[CH:19][CH:20]=[CH:21][CH:22]=3)[CH:11]=[CH:12][C:13]=2[C:14]=1[OH:15])=[O:4])([CH3:27])([CH3:25])[CH3:26]. The catalyst class is: 14. (2) Reactant: [Cl:1][C:2]1[CH:7]=[C:6]([Cl:8])[CH:5]=[CH:4][C:3]=1[C:9]([NH:11][C:12]1[CH:17]=[CH:16][C:15]([C:18]([F:21])([F:20])[F:19])=[CH:14][CH:13]=1)=[NH:10].Br[CH:23]([CH3:31])[C:24](=O)[C:25]([O:27][CH2:28][CH3:29])=[O:26].C([O-])(O)=O.[Na+]. Product: [Cl:1][C:2]1[CH:7]=[C:6]([Cl:8])[CH:5]=[CH:4][C:3]=1[C:9]1[N:11]([C:12]2[CH:13]=[CH:14][C:15]([C:18]([F:21])([F:19])[F:20])=[CH:16][CH:17]=2)[C:23]([CH3:31])=[C:24]([C:25]([O:27][CH2:28][CH3:29])=[O:26])[N:10]=1. The catalyst class is: 41. (3) Reactant: [C:1]([O:5][C:6]([N:8]([O:30][C:31]([O:33][C:34]([CH3:37])([CH3:36])[CH3:35])=[O:32])[C:9]1([CH3:29])[C:13](=[O:14])[N:12]([CH3:15])[N:11]=[C:10]1[C:16]1[CH:21]=[CH:20][C:19]([S:22]([CH3:24])=[O:23])=[C:18]([C:25]([F:28])([F:27])[F:26])[CH:17]=1)=[O:7])([CH3:4])([CH3:3])[CH3:2].C1C=C(Cl)C=C(C(OO)=[O:46])C=1. Product: [C:1]([O:5][C:6]([N:8]([O:30][C:31]([O:33][C:34]([CH3:37])([CH3:36])[CH3:35])=[O:32])[C:9]1([CH3:29])[C:13](=[O:14])[N:12]([CH3:15])[N:11]=[C:10]1[C:16]1[CH:21]=[CH:20][C:19]([S:22]([CH3:24])(=[O:46])=[O:23])=[C:18]([C:25]([F:28])([F:27])[F:26])[CH:17]=1)=[O:7])([CH3:4])([CH3:2])[CH3:3]. The catalyst class is: 2.